Predict which catalyst facilitates the given reaction. From a dataset of Catalyst prediction with 721,799 reactions and 888 catalyst types from USPTO. (1) Reactant: [CH:1](=O)[C:2]1[CH:7]=[CH:6][N:5]=[CH:4][CH:3]=1.[NH2:9][CH:10]1[CH2:13][N:12]([C:14]([C:16]2[CH:17]=[C:18]([CH:31]=[CH:32][C:33]=2[F:34])[CH2:19][C:20]2[C:29]3[C:24](=[CH:25][CH:26]=[CH:27][CH:28]=3)[C:23](=[O:30])[NH:22][N:21]=2)=[O:15])[CH2:11]1.C(O)(=O)C.C(O[BH-](OC(=O)C)OC(=O)C)(=O)C.[Na+]. Product: [F:34][C:33]1[CH:32]=[CH:31][C:18]([CH2:19][C:20]2[C:29]3[C:24](=[CH:25][CH:26]=[CH:27][CH:28]=3)[C:23](=[O:30])[NH:22][N:21]=2)=[CH:17][C:16]=1[C:14]([N:12]1[CH2:13][CH:10]([NH:9][CH2:1][C:2]2[CH:7]=[CH:6][N:5]=[CH:4][CH:3]=2)[CH2:11]1)=[O:15]. The catalyst class is: 26. (2) Reactant: Br[C:2]1[CH:7]=[CH:6][C:5]([CH2:8][O:9][C:10]2[CH:11]=[C:12]([CH2:16][CH2:17][C:18]([O:20][CH3:21])=[O:19])[CH:13]=[CH:14][CH:15]=2)=[CH:4][C:3]=1[CH3:22].[F-].[Cs+].[CH2:25]([O:29][C:30]1[CH:35]=[CH:34][C:33]([O:36][CH3:37])=[CH:32][C:31]=1B(O)O)[CH2:26][CH2:27][CH3:28]. Product: [CH2:25]([O:29][C:30]1[CH:31]=[CH:32][C:33]([O:36][CH3:37])=[CH:34][C:35]=1[C:2]1[CH:7]=[CH:6][C:5]([CH2:8][O:9][C:10]2[CH:11]=[C:12]([CH2:16][CH2:17][C:18]([O:20][CH3:21])=[O:19])[CH:13]=[CH:14][CH:15]=2)=[CH:4][C:3]=1[CH3:22])[CH2:26][CH2:27][CH3:28]. The catalyst class is: 276. (3) Reactant: [CH3:1][S:2]([C:5]1[CH:10]=[CH:9][C:8]([CH:11]([CH2:24][CH:25]2[CH2:29][CH2:28][CH2:27][O:26]2)[C:12](=O)[CH2:13][CH2:14][C:15]([C:17]2[CH:22]=[CH:21][CH:20]=[CH:19][N:18]=2)=O)=[CH:7][CH:6]=1)(=[O:4])=[O:3].C([O-])(=O)C.[NH4+:34].C(=O)([O-])O.[Na+]. Product: [CH3:1][S:2]([C:5]1[CH:10]=[CH:9][C:8]([CH:11]([C:12]2[NH:34][C:15]([C:17]3[CH:22]=[CH:21][CH:20]=[CH:19][N:18]=3)=[CH:14][CH:13]=2)[CH2:24][CH:25]2[CH2:29][CH2:28][CH2:27][O:26]2)=[CH:7][CH:6]=1)(=[O:4])=[O:3]. The catalyst class is: 342. (4) Reactant: C[O:2][C:3]1[C:4]([CH3:36])=[C:5]([C:27]([O:34]C)=[C:28]([O:32][CH3:33])[C:29]=1[O:30][CH3:31])[CH2:6][C:7]1[C:8]([C:21]2[CH:22]=[N:23][CH:24]=[CH:25][CH:26]=2)=[C:9]([CH:18]=[CH:19][CH:20]=1)[C:10]([N:12]1[CH2:17][CH2:16][CH2:15][CH2:14][CH2:13]1)=[O:11].O=[N+]([O-])[O-].[O-][N+](=O)[O-].[O-][N+](=O)[O-].[O-][N+](=O)[O-].[O-][N+](=O)[O-].[O-][N+](=O)[O-].[Ce+4].[NH4+].[NH4+].C(=O)([O-])O.[Na+]. Product: [CH3:31][O:30][C:29]1[C:3](=[O:2])[C:4]([CH3:36])=[C:5]([CH2:6][C:7]2[C:8]([C:21]3[CH:22]=[N:23][CH:24]=[CH:25][CH:26]=3)=[C:9]([CH:18]=[CH:19][CH:20]=2)[C:10]([N:12]2[CH2:17][CH2:16][CH2:15][CH2:14][CH2:13]2)=[O:11])[C:27](=[O:34])[C:28]=1[O:32][CH3:33]. The catalyst class is: 47. (5) Reactant: [CH3:1][O:2][C:3]1[CH:11]=[C:10]2[C:6]([C:7]([CH2:18][C:19]3[N:24]=[C:23]([C:25]([O:27][CH3:28])=[O:26])[CH:22]=[CH:21][CH:20]=3)=[C:8]([C:12]3[CH:17]=[CH:16][CH:15]=[CH:14][CH:13]=3)[NH:9]2)=[CH:5][CH:4]=1.[C:29](O[C:29]([O:31][C:32]([CH3:35])([CH3:34])[CH3:33])=[O:30])([O:31][C:32]([CH3:35])([CH3:34])[CH3:33])=[O:30]. Product: [CH3:1][O:2][C:3]1[CH:11]=[C:10]2[C:6]([C:7]([CH2:18][C:19]3[CH:20]=[CH:21][CH:22]=[C:23]([C:25]([O:27][CH3:28])=[O:26])[N:24]=3)=[C:8]([C:12]3[CH:13]=[CH:14][CH:15]=[CH:16][CH:17]=3)[N:9]2[C:29]([O:31][C:32]([CH3:35])([CH3:34])[CH3:33])=[O:30])=[CH:5][CH:4]=1. The catalyst class is: 599. (6) Reactant: [Cl:1][C:2]1[C:3]([O:12][CH2:13][CH:14]2[CH2:16][CH2:15]2)=[N:4][CH:5]=[C:6]([CH:11]=1)[C:7]([O:9]C)=[O:8].C1COCC1.[OH-].[Li+].Cl. Product: [Cl:1][C:2]1[C:3]([O:12][CH2:13][CH:14]2[CH2:16][CH2:15]2)=[N:4][CH:5]=[C:6]([CH:11]=1)[C:7]([OH:9])=[O:8]. The catalyst class is: 5. (7) Reactant: [CH2:1]([N:8]1[C:17]2[C:12](=[N:13][CH:14]=[C:15]([Br:18])[CH:16]=2)[CH2:11][CH:10]([CH2:19][OH:20])[CH2:9]1)[C:2]1[CH:7]=[CH:6][CH:5]=[CH:4][CH:3]=1.C(N(C(C)C)CC)(C)C.[Si:30](Cl)([C:33]([CH3:36])([CH3:35])[CH3:34])([CH3:32])[CH3:31]. Product: [CH2:1]([N:8]1[C:17]2[C:12](=[N:13][CH:14]=[C:15]([Br:18])[CH:16]=2)[CH2:11][CH:10]([CH2:19][O:20][Si:30]([C:33]([CH3:36])([CH3:35])[CH3:34])([CH3:32])[CH3:31])[CH2:9]1)[C:2]1[CH:3]=[CH:4][CH:5]=[CH:6][CH:7]=1. The catalyst class is: 112.